From a dataset of Experimentally validated miRNA-target interactions with 360,000+ pairs, plus equal number of negative samples. Binary Classification. Given a miRNA mature sequence and a target amino acid sequence, predict their likelihood of interaction. (1) The miRNA is mmu-miR-344f-5p with sequence AGUCAGUCUCCUGGCUGGAGUC. The protein sequence of the target gene is MLLLADMDVVNQLVAGGQFRVVKEPLGFVKVLQWVFAIFAFATCGSYTGELRLSVECANKTESALNIEVEFEYPFRLHQVYFDAPSCVKGGTTKIFLVGDYSSSAEFFVTVAVFAFLYSMGALATYIFLQNKYRENNKGPMMDFLATAVFAFMWLVSSSAWAKGLSDVKMATDPENIIKEMPMCRQTGNTCKELRDPVTSGLNTSVVFGFLNLVLWVGNLWFVFKETGWAAPFMRAPPGAPEKQPAPGDAYGDAGYGQGPGGYGPQDSYGPQGGYQPDYGQPASGGGGGYGPQGDYGQQG.... Result: 0 (no interaction). (2) The miRNA is hsa-miR-3660 with sequence ACUGACAGGAGAGCAUUUUGA. The protein sequence of the target gene is MDRFVWTSGLLEINETLVIQQRGVRIYDGEEKIKFDAGTLLLSTHRLIWRDQKNHECCMAILLSQIVFIEEQAAGIGKSAKIVVHLHPAPPNKEPGPFQSSKNSYIKLSFKEHGQIEFYRRLSEEMTQRRWENMPVSQSLQTNRGPQPGRIRAVGIVGIERKLEEKRKETDKNISEAFEDLSKLMIKAKEMVELSKSIANKIKDKQGDITEDETIRFKSYLLSMGIANPVTRETYGSGTQYHMQLAKQLAGILQVPLEERGGIMSLTEVYCLVNRARGMELLSPEDLVNACKMLEALKLP.... Result: 0 (no interaction).